Dataset: Forward reaction prediction with 1.9M reactions from USPTO patents (1976-2016). Task: Predict the product of the given reaction. (1) Given the reactants [CH2:1]([N:6]1[CH:10]=[CH:9][N:8]=[C:7]1[CH:11]=O)[CH2:2][CH2:3][CH:4]=[CH2:5].[NH2:13][OH:14].Cl.C([O-])([O-])=O.[Na+].[Na+], predict the reaction product. The product is: [CH2:1]([N:6]1[CH:10]=[CH:9][N:8]=[C:7]1[CH:11]=[N:13][OH:14])[CH2:2][CH2:3][CH:4]=[CH2:5]. (2) Given the reactants [C:14]1(P([C:14]2[CH:19]=[CH:18][CH:17]=[CH:16][CH:15]=2)[C:14]2[CH:19]=[CH:18][CH:17]=[CH:16][CH:15]=2)[CH:19]=[CH:18][CH:17]=[CH:16][CH:15]=1.[C:20]([N:27]1[CH2:33][CH2:32][CH2:31][C@H:28]1[CH2:29][OH:30])([O:22][C:23]([CH3:26])([CH3:25])[CH3:24])=[O:21].C1(O)C=CC=CC=1.C(N(CC)CC)C, predict the reaction product. The product is: [C:23]([O:22][C:20]([N:27]1[CH2:33][CH2:32][CH2:31][CH:28]1[CH2:29][O:30][C:14]1[CH:15]=[CH:16][CH:17]=[CH:18][CH:19]=1)=[O:21])([CH3:26])([CH3:25])[CH3:24].